Dataset: Full USPTO retrosynthesis dataset with 1.9M reactions from patents (1976-2016). Task: Predict the reactants needed to synthesize the given product. Given the product [CH:1]1([CH2:4][O:5][C:6]2[CH:7]=[C:8]([CH:12]=[CH:13][C:14]=2/[CH:15]=[N:20]\[O:19][CH3:18])[C:9]([OH:11])=[O:10])[CH2:2][CH2:3]1, predict the reactants needed to synthesize it. The reactants are: [CH:1]1([CH2:4][O:5][C:6]2[CH:7]=[C:8]([CH:12]=[CH:13][C:14]=2[CH:15]=O)[C:9]([OH:11])=[O:10])[CH2:3][CH2:2]1.Cl.[CH3:18][O:19][NH2:20].